Dataset: Forward reaction prediction with 1.9M reactions from USPTO patents (1976-2016). Task: Predict the product of the given reaction. Given the reactants [C:1]([O:5][C:6]([N:8]1[CH2:13][CH2:12][N:11]([C:14]2[C:19]([C:20]([F:23])([F:22])[F:21])=[CH:18][C:17]([CH:24]=[O:25])=[CH:16][N:15]=2)[CH2:10][C@H:9]1[CH3:26])=[O:7])([CH3:4])([CH3:3])[CH3:2].[BH4-].[Na+], predict the reaction product. The product is: [C:1]([O:5][C:6]([N:8]1[CH2:13][CH2:12][N:11]([C:14]2[C:19]([C:20]([F:23])([F:21])[F:22])=[CH:18][C:17]([CH2:24][OH:25])=[CH:16][N:15]=2)[CH2:10][C@H:9]1[CH3:26])=[O:7])([CH3:4])([CH3:2])[CH3:3].